Dataset: Reaction yield outcomes from USPTO patents with 853,638 reactions. Task: Predict the reaction yield, written as a fraction of the theoretical maximum amount of product (1.0 means a 100% yield; for example, 0.34 means a 34% yield). (1) The reactants are [CH2:1]([C:9]1[CH:14]=[CH:13][C:12]([NH:15][C:16](=[O:25])[NH:17][CH2:18][CH2:19][C:20]([O:22]CC)=[O:21])=[CH:11][CH:10]=1)[CH2:2][CH2:3][CH2:4][CH2:5][CH2:6][CH2:7][CH3:8].O1CCOCC1. No catalyst specified. The product is [CH2:1]([C:9]1[CH:10]=[CH:11][C:12]([NH:15][C:16](=[O:25])[NH:17][CH2:18][CH2:19][C:20]([OH:22])=[O:21])=[CH:13][CH:14]=1)[CH2:2][CH2:3][CH2:4][CH2:5][CH2:6][CH2:7][CH3:8]. The yield is 0.650. (2) The reactants are Cl[C:2]1[C:7]([C:8]([F:11])([F:10])[F:9])=[CH:6][N:5]=[C:4]([NH:12][C:13]2[CH:18]=[CH:17][C:16]([P:19]([CH3:22])([CH3:21])=[O:20])=[CH:15][CH:14]=2)[N:3]=1.C(N(CC)CC)C.[NH2:30][CH2:31][CH2:32][C:33]1[CH:38]=[CH:37][C:36]([S:39]([NH2:42])(=[O:41])=[O:40])=[CH:35][CH:34]=1. The catalyst is C(O)C. The product is [CH3:21][P:19]([C:16]1[CH:17]=[CH:18][C:13]([NH:12][C:4]2[N:3]=[C:2]([NH:30][CH2:31][CH2:32][C:33]3[CH:34]=[CH:35][C:36]([S:39]([NH2:42])(=[O:40])=[O:41])=[CH:37][CH:38]=3)[C:7]([C:8]([F:11])([F:10])[F:9])=[CH:6][N:5]=2)=[CH:14][CH:15]=1)([CH3:22])=[O:20]. The yield is 0.490.